Dataset: Reaction yield outcomes from USPTO patents with 853,638 reactions. Task: Predict the reaction yield, written as a fraction of the theoretical maximum amount of product (1.0 means a 100% yield; for example, 0.34 means a 34% yield). (1) The reactants are CON(C)[C:4]([C:6]1[CH:7]=[C:8]2[C:13](=[CH:14][CH:15]=1)[N:12]=[CH:11][C:10]([Cl:16])=[N:9]2)=[O:5].CC(C[AlH]CC(C)C)C. The catalyst is C1COCC1. The product is [Cl:16][C:10]1[CH:11]=[N:12][C:13]2[C:8]([N:9]=1)=[CH:7][C:6]([CH:4]=[O:5])=[CH:15][CH:14]=2. The yield is 0.700. (2) The reactants are [N:1]1([C:7]2[CH:12]=[CH:11][C:10]([CH2:13][NH2:14])=[CH:9][CH:8]=2)[CH2:6][CH2:5][CH2:4][CH2:3][CH2:2]1.ClC(Cl)(O[C:19](=[O:25])OC(Cl)(Cl)Cl)Cl.[N-:27]=[C:28]=O.[CH3:30][N:31]([CH:33]=[O:34])C. The catalyst is CCOC(C)=O. The product is [N:1]1([C:7]2[CH:12]=[CH:11][C:10]([CH2:13][NH:14][C:33]([NH:31][C:30]3[C:28]4[NH:27][C:19](=[O:25])[NH:1][C:2]=4[CH:3]=[CH:4][CH:5]=3)=[O:34])=[CH:9][CH:8]=2)[CH2:6][CH2:5][CH2:4][CH2:3][CH2:2]1. The yield is 0.180. (3) The reactants are Cl[C:2]1[N:7]=[C:6]([NH:8][C@@H:9]2[CH2:14][CH2:13][CH2:12][CH2:11][C@H:10]2[NH:15][C:16](=[O:18])[CH3:17])[C:5]([Cl:19])=[CH:4][N:3]=1.[CH2:20]([N:22]1[CH2:28][CH2:27][C:26]2[CH:29]=[C:30]([NH2:33])[CH:31]=[CH:32][C:25]=2[CH2:24][CH2:23]1)[CH3:21].COCCO.Cl.C(=O)([O-])[O-]. The catalyst is O1CCOCC1. The product is [Cl:19][C:5]1[C:6]([NH:8][C@@H:9]2[CH2:14][CH2:13][CH2:12][CH2:11][C@H:10]2[NH:15][C:16](=[O:18])[CH3:17])=[N:7][C:2]([NH:33][C:30]2[CH:31]=[CH:32][C:25]3[CH2:24][CH2:23][N:22]([CH2:20][CH3:21])[CH2:28][CH2:27][C:26]=3[CH:29]=2)=[N:3][CH:4]=1. The yield is 0.690.